This data is from Full USPTO retrosynthesis dataset with 1.9M reactions from patents (1976-2016). The task is: Predict the reactants needed to synthesize the given product. (1) Given the product [F:1][C:2]1[CH:10]=[C:9]2[C:5]([CH2:6][C:7](=[O:11])[NH:8]2)=[CH:4][C:3]=1[CH2:12][OH:13], predict the reactants needed to synthesize it. The reactants are: [F:1][C:2]1[CH:10]=[C:9]2[C:5]([CH2:6][C:7](=[O:11])[NH:8]2)=[CH:4][C:3]=1[C:12](OC)=[O:13].CCO.[Li+].[BH4-]. (2) Given the product [Br:34][C:35]1[CH:36]=[N:37][C:38]([C:20]2[CH:19]=[CH:18][C:17]([CH2:16][C@H:12]([NH:11][C:9](=[O:10])[C:8]3[CH:32]=[CH:33][C:5]([C:1]([CH3:3])([CH3:2])[CH3:4])=[CH:6][CH:7]=3)[C:13]([O:15][C:1]([CH3:4])([CH3:3])[CH3:2])=[O:14])=[CH:22][CH:21]=2)=[N:39][CH:40]=1, predict the reactants needed to synthesize it. The reactants are: [C:1]([C:5]1[CH:33]=[CH:32][C:8]([C:9]([NH:11][C@@H:12]([CH2:16][C:17]2[CH:22]=[CH:21][C:20](B3OC(C)(C)C(C)(C)O3)=[CH:19][CH:18]=2)[C:13]([O-:15])=[O:14])=[O:10])=[CH:7][CH:6]=1)([CH3:4])([CH3:3])[CH3:2].[Br:34][C:35]1[CH:36]=[N:37][C:38](I)=[N:39][CH:40]=1. (3) The reactants are: [CH3:1][CH:2]([CH2:7][C:8]1[CH:16]=[CH:15][CH:14]=[C:13]2[C:9]=1[CH2:10][CH:11]([CH3:18])[C:12]2=[O:17])[C:3]([O:5]C)=[O:4].CI.[C:21](O[K])(C)(C)C. Given the product [CH3:21][C:11]1([CH3:18])[CH2:10][C:9]2[C:13](=[CH:14][CH:15]=[CH:16][C:8]=2[CH2:7][CH:2]([CH3:1])[C:3]([OH:5])=[O:4])[C:12]1=[O:17], predict the reactants needed to synthesize it. (4) The reactants are: [NH2:1][C:2]1[CH:3]=[CH:4][C:5]([N:11]2[CH2:16][CH2:15][N:14]([C:17](=[O:19])[CH3:18])[CH2:13][CH2:12]2)=[N:6][C:7]=1[O:8][CH2:9][CH3:10].[CH3:20][C:21]1([CH3:34])[NH:26][C:25](=[O:27])[C:24]2[C:28]([C:31]([OH:33])=O)=[CH:29][O:30][C:23]=2[CH2:22]1.[O:35]=[C:36]1C2C(C(O)=O)=COC=2CCN1. Given the product [C:17]([N:14]1[CH2:13][CH2:12][N:11]([C:5]2[N:6]=[C:7]([O:8][CH2:9][CH2:10][O:35][CH3:36])[C:2]([NH:1][C:31]([C:28]3[C:24]4[C:25](=[O:27])[NH:26][C:21]([CH3:20])([CH3:34])[CH2:22][C:23]=4[O:30][CH:29]=3)=[O:33])=[CH:3][CH:4]=2)[CH2:16][CH2:15]1)(=[O:19])[CH3:18], predict the reactants needed to synthesize it. (5) The reactants are: C([NH:11][CH2:12][C:13](=[O:44])[CH2:14][CH2:15][C:16]([O:18][CH2:19][CH2:20][CH2:21][CH2:22][CH2:23][CH2:24][CH2:25][CH2:26][CH2:27][CH2:28][CH2:29][CH2:30][CH2:31][CH2:32][CH2:33][C:34]([O:36]CC1C=CC=CC=1)=[O:35])=[O:17])(OCC1C=CC=CC=1)=O.[ClH:45].[H][H]. Given the product [ClH:45].[NH2:11][CH2:12][C:13](=[O:44])[CH2:14][CH2:15][C:16]([O:18][CH2:19][CH2:20][CH2:21][CH2:22][CH2:23][CH2:24][CH2:25][CH2:26][CH2:27][CH2:28][CH2:29][CH2:30][CH2:31][CH2:32][CH2:33][C:34]([OH:36])=[O:35])=[O:17], predict the reactants needed to synthesize it. (6) Given the product [CH:3]1([CH:6]([O:33][CH3:2])[C:7]2[N:11]3[CH2:12][C@H:13]([C:25]4[CH:30]=[CH:29][CH:28]=[C:27]([F:31])[C:26]=4[F:32])[CH2:14][CH2:15][C@@H:16]([NH:17][C:18](=[O:24])[O:19][C:20]([CH3:23])([CH3:22])[CH3:21])[C:10]3=[N:9][CH:8]=2)[CH2:5][CH2:4]1, predict the reactants needed to synthesize it. The reactants are: I[CH3:2].[CH:3]1([CH:6]([OH:33])[C:7]2[N:11]3[CH2:12][C@H:13]([C:25]4[CH:30]=[CH:29][CH:28]=[C:27]([F:31])[C:26]=4[F:32])[CH2:14][CH2:15][C@@H:16]([NH:17][C:18](=[O:24])[O:19][C:20]([CH3:23])([CH3:22])[CH3:21])[C:10]3=[N:9][CH:8]=2)[CH2:5][CH2:4]1.[H-].[Na+]. (7) Given the product [CH3:16][C:17]1[C:18]([CH2:29][S:30]([C:31]2[NH:32][C:33]3[CH:39]=[CH:38][CH:37]=[CH:36][C:34]=3[N:35]=2)=[O:3])=[N:19][CH:20]=[CH:21][C:22]=1[O:23][CH2:24][C:25]([F:27])([F:26])[F:28], predict the reactants needed to synthesize it. The reactants are: O.C([C@@H]([C@H](C(OCC)=O)O)O)(OCC)=[O:3].[CH3:16][C:17]1[C:18]([CH2:29][S:30][C:31]2[NH:35][C:34]3[CH:36]=[CH:37][CH:38]=[CH:39][C:33]=3[N:32]=2)=[N:19][CH:20]=[CH:21][C:22]=1[O:23][CH2:24][C:25]([F:28])([F:27])[F:26].C(N(CC)C(C)C)(C)C.[O-]O.C1(C(C)C)C=CC=CC=1.